This data is from Forward reaction prediction with 1.9M reactions from USPTO patents (1976-2016). The task is: Predict the product of the given reaction. (1) Given the reactants [C:1](=[NH:23])([O:3][CH2:4][CH2:5][C:6]1[CH:11]=[CH:10][C:9]([O:12][C:13]2[CH:14]=[N:15][C:16]([C:19]([F:22])([F:21])[F:20])=[CH:17][CH:18]=2)=[CH:8][CH:7]=1)[NH2:2].[CH2:24](/[C:26](=[CH:32]/O)/[C:27](OCC)=[O:28])[CH3:25].C([O-])([O-])=O.[K+].[K+], predict the reaction product. The product is: [CH2:24]([C:26]1[C:27](=[O:28])[N:23]=[C:1]([O:3][CH2:4][CH2:5][C:6]2[CH:7]=[CH:8][C:9]([O:12][C:13]3[CH:14]=[N:15][C:16]([C:19]([F:22])([F:21])[F:20])=[CH:17][CH:18]=3)=[CH:10][CH:11]=2)[NH:2][CH:32]=1)[CH3:25]. (2) Given the reactants C(=O)([O-])[O-].[Cs+].[Cs+].Cl.Cl.[NH:9]1[CH2:12][CH:11]([C:13]2[NH:17][C:16]3[CH:18]=[CH:19][C:20]([CH3:22])=[CH:21][C:15]=3[N:14]=2)[CH2:10]1.[Cl:23][C:24]1[C:29](Cl)=[N:28][CH:27]=[CH:26][N:25]=1, predict the reaction product. The product is: [Cl:23][C:24]1[C:29]([N:9]2[CH2:12][CH:11]([C:13]3[NH:17][C:16]4[CH:18]=[CH:19][C:20]([CH3:22])=[CH:21][C:15]=4[N:14]=3)[CH2:10]2)=[N:28][CH:27]=[CH:26][N:25]=1. (3) Given the reactants [N:1]1[CH:6]=[CH:5][CH:4]=[C:3]([C:7]([O:9][CH2:10][CH3:11])=[O:8])[CH:2]=1.[CH:12]([O:15][C:16](C)=[O:17])(C)[CH3:13], predict the reaction product. The product is: [N:1]1[CH:6]=[CH:5][CH:4]=[C:3]([C:7]([O:9][CH2:10][CH3:11])=[O:8])[C:2]=1[C:16]([O:15][CH2:12][CH3:13])=[O:17]. (4) Given the reactants [Br:1][C:2]1[N:3]=[C:4]([C:12]2([OH:22])[CH2:20][CH2:19][CH2:18][C:17]3[N:16]([CH3:21])[N:15]=[CH:14][C:13]2=3)[N:5]2[CH:10]=[CH:9][N:8]=[C:7](Cl)[C:6]=12.[NH3:23].CC(O)C, predict the reaction product. The product is: [NH2:23][C:7]1[C:6]2[N:5]([C:4]([C:12]3([OH:22])[CH2:20][CH2:19][CH2:18][C:17]4[N:16]([CH3:21])[N:15]=[CH:14][C:13]3=4)=[N:3][C:2]=2[Br:1])[CH:10]=[CH:9][N:8]=1. (5) Given the reactants [Cl:1][C:2]1[CH:7]=[C:6]([C:8]2[CH:13]=[CH:12][CH:11]=[CH:10][CH:9]=2)[N:5]=[C:4](C(O)=O)[CH:3]=1.C([N:19]([CH2:22]C)CC)C.C1C=CC(P(N=[N+]=[N-])(C2C=CC=CC=2)=[O:31])=CC=1.[C:41]([OH:45])([CH3:44])([CH3:43])[CH3:42], predict the reaction product. The product is: [Cl:1][C:2]1[CH:7]=[C:6]([C:8]2[CH:9]=[CH:10][CH:11]=[CH:12][CH:13]=2)[N:5]=[C:4]([NH:19][C:22](=[O:31])[O:45][C:41]([CH3:44])([CH3:43])[CH3:42])[CH:3]=1. (6) Given the reactants [Cl:1][C:2]1[N:7]=[C:6]([CH:8]([OH:11])[C:9]#[CH:10])[C:5]2[C:12]([O:34][CH3:35])=[N:13][N:14]([C:15]([C:28]3[CH:33]=[CH:32][CH:31]=[CH:30][CH:29]=3)([C:22]3[CH:27]=[CH:26][CH:25]=[CH:24][CH:23]=3)[C:16]3[CH:21]=[CH:20][CH:19]=[CH:18][CH:17]=3)[C:4]=2[CH:3]=1.CC(OI1(OC(C)=O)(OC(C)=O)OC(=O)C2C1=CC=CC=2)=O.S([O-])([O-])(=O)=S.[Na+].[Na+].C(=O)(O)[O-].[Na+], predict the reaction product. The product is: [Cl:1][C:2]1[N:7]=[C:6]([C:8](=[O:11])[C:9]#[CH:10])[C:5]2[C:12]([O:34][CH3:35])=[N:13][N:14]([C:15]([C:28]3[CH:29]=[CH:30][CH:31]=[CH:32][CH:33]=3)([C:22]3[CH:23]=[CH:24][CH:25]=[CH:26][CH:27]=3)[C:16]3[CH:21]=[CH:20][CH:19]=[CH:18][CH:17]=3)[C:4]=2[CH:3]=1. (7) Given the reactants [CH3:1][O:2][C:3]1[CH:4]=[C:5]2[C:9](=[CH:10][CH:11]=1)[NH:8][CH:7]=[C:6]2[CH2:12][C:13]([OH:15])=[O:14].C(Cl)Cl.CC#N.CCN(C(C)C)C(C)C.CN(C(ON1N=NC2C=CC=NC1=2)=[N+](C)C)C.F[P-](F)(F)(F)(F)F.[C:55]([NH:62][C:63](=[NH:66])[S:64][CH3:65])([O:57][C:58]([CH3:61])([CH3:60])[CH3:59])=[O:56], predict the reaction product. The product is: [C:5]([N:62]([C:55]([O:57][C:58]([CH3:60])([CH3:61])[CH3:59])=[O:56])[C:63](=[NH:66])[S:64][CH3:65])([CH3:9])([CH3:6])[CH3:4].[CH3:1][O:2][C:3]1[CH:4]=[C:5]2[C:9](=[CH:10][CH:11]=1)[NH:8][CH:7]=[C:6]2[CH2:12][C:13]([O:15][C:55](=[O:56])[NH:62][C:63]([S:64][CH3:65])=[NH:66])=[O:14]. (8) Given the reactants [Cl:1][C:2]1[CH:7]=[CH:6][C:5]([N:8]2[C:13](=[O:14])[C:12]3[CH:15]=[N:16][N:17]([C:18]4[CH:23]=[CH:22][CH:21]=[CH:20][CH:19]=4)[C:11]=3[N:10]=[C:9]2[C:24]2[CH:29]=[CH:28][C:27]([C:30](=O)[CH:31]=[CH:32]N(C)C)=[CH:26][CH:25]=2)=[CH:4][CH:3]=1.Cl.[NH2:38][C:39]([NH2:41])=[NH:40].[OH-].[Na+].[NH4+].[Cl-], predict the reaction product. The product is: [NH2:40][C:39]1[N:41]=[C:30]([C:27]2[CH:26]=[CH:25][C:24]([C:9]3[N:8]([C:5]4[CH:4]=[CH:3][C:2]([Cl:1])=[CH:7][CH:6]=4)[C:13](=[O:14])[C:12]4[CH:15]=[N:16][N:17]([C:18]5[CH:23]=[CH:22][CH:21]=[CH:20][CH:19]=5)[C:11]=4[N:10]=3)=[CH:29][CH:28]=2)[CH:31]=[CH:32][N:38]=1.